From a dataset of NCI-60 drug combinations with 297,098 pairs across 59 cell lines. Regression. Given two drug SMILES strings and cell line genomic features, predict the synergy score measuring deviation from expected non-interaction effect. (1) Drug 1: C1=C(C(=O)NC(=O)N1)F. Drug 2: C1CC(=O)NC(=O)C1N2C(=O)C3=CC=CC=C3C2=O. Cell line: ACHN. Synergy scores: CSS=47.8, Synergy_ZIP=7.97, Synergy_Bliss=7.30, Synergy_Loewe=-1.28, Synergy_HSA=6.53. (2) Drug 1: CC(C)CN1C=NC2=C1C3=CC=CC=C3N=C2N. Drug 2: CC1C(C(CC(O1)OC2CC(CC3=C2C(=C4C(=C3O)C(=O)C5=CC=CC=C5C4=O)O)(C(=O)C)O)N)O. Cell line: SK-MEL-28. Synergy scores: CSS=54.3, Synergy_ZIP=-1.29, Synergy_Bliss=0.527, Synergy_Loewe=-15.3, Synergy_HSA=2.74. (3) Synergy scores: CSS=15.9, Synergy_ZIP=-3.67, Synergy_Bliss=-2.48, Synergy_Loewe=-3.76, Synergy_HSA=-3.28. Drug 1: C1=CC(=CC=C1CC(C(=O)O)N)N(CCCl)CCCl.Cl. Cell line: NCI-H460. Drug 2: CCCCC(=O)OCC(=O)C1(CC(C2=C(C1)C(=C3C(=C2O)C(=O)C4=C(C3=O)C=CC=C4OC)O)OC5CC(C(C(O5)C)O)NC(=O)C(F)(F)F)O. (4) Drug 1: CN(CC1=CN=C2C(=N1)C(=NC(=N2)N)N)C3=CC=C(C=C3)C(=O)NC(CCC(=O)O)C(=O)O. Drug 2: C1=NC2=C(N1)C(=S)N=CN2. Cell line: MDA-MB-435. Synergy scores: CSS=63.0, Synergy_ZIP=-0.772, Synergy_Bliss=-3.11, Synergy_Loewe=-1.21, Synergy_HSA=0.838. (5) Drug 1: COC1=C(C=C2C(=C1)N=CN=C2NC3=CC(=C(C=C3)F)Cl)OCCCN4CCOCC4. Drug 2: CN(CC1=CN=C2C(=N1)C(=NC(=N2)N)N)C3=CC=C(C=C3)C(=O)NC(CCC(=O)O)C(=O)O. Cell line: HS 578T. Synergy scores: CSS=52.7, Synergy_ZIP=7.52, Synergy_Bliss=10.9, Synergy_Loewe=10.0, Synergy_HSA=11.1. (6) Drug 1: CN(CCCl)CCCl.Cl. Drug 2: C1CC(=O)NC(=O)C1N2C(=O)C3=CC=CC=C3C2=O. Cell line: NCIH23. Synergy scores: CSS=32.5, Synergy_ZIP=-5.85, Synergy_Bliss=-3.10, Synergy_Loewe=-33.5, Synergy_HSA=-3.45. (7) Drug 1: CCC1(CC2CC(C3=C(CCN(C2)C1)C4=CC=CC=C4N3)(C5=C(C=C6C(=C5)C78CCN9C7C(C=CC9)(C(C(C8N6C=O)(C(=O)OC)O)OC(=O)C)CC)OC)C(=O)OC)O.OS(=O)(=O)O. Drug 2: COC1=C2C(=CC3=C1OC=C3)C=CC(=O)O2. Cell line: SK-OV-3. Synergy scores: CSS=13.7, Synergy_ZIP=-4.79, Synergy_Bliss=-1.71, Synergy_Loewe=-22.7, Synergy_HSA=-3.05. (8) Drug 1: CC12CCC3C(C1CCC2O)C(CC4=C3C=CC(=C4)O)CCCCCCCCCS(=O)CCCC(C(F)(F)F)(F)F. Drug 2: C1=NC2=C(N=C(N=C2N1C3C(C(C(O3)CO)O)F)Cl)N. Cell line: HCC-2998. Synergy scores: CSS=35.3, Synergy_ZIP=2.89, Synergy_Bliss=2.67, Synergy_Loewe=-18.0, Synergy_HSA=-3.05. (9) Drug 2: CC1C(C(CC(O1)OC2CC(CC3=C2C(=C4C(=C3O)C(=O)C5=CC=CC=C5C4=O)O)(C(=O)C)O)N)O. Drug 1: C1CN(P(=O)(OC1)NCCCl)CCCl. Cell line: NCI/ADR-RES. Synergy scores: CSS=17.2, Synergy_ZIP=-7.33, Synergy_Bliss=-2.15, Synergy_Loewe=-8.67, Synergy_HSA=-1.91.